From a dataset of Full USPTO retrosynthesis dataset with 1.9M reactions from patents (1976-2016). Predict the reactants needed to synthesize the given product. (1) Given the product [F:1][C:2]1[C:7]([OH:8])=[CH:6][N:5]=[C:4]2[NH:9][CH:10]=[CH:11][C:3]=12, predict the reactants needed to synthesize it. The reactants are: [F:1][C:2]1[C:7]([OH:8])=[CH:6][N:5]=[C:4]2[N:9]([Si](C(C)C)(C(C)C)C(C)C)[CH:10]=[CH:11][C:3]=12.[F-].C([N+](CCCC)(CCCC)CCCC)CCC.[Cl-].[NH4+]. (2) Given the product [C:16]([O:15][C:13]([N:4]1[CH2:8][CH2:7][CH2:6][C@@H:5]1[CH2:9][C:10]([OH:12])=[O:11])=[O:14])([CH3:19])([CH3:18])[CH3:17], predict the reactants needed to synthesize it. The reactants are: [OH-].[Na+].Cl.[NH:4]1[CH2:8][CH2:7][CH2:6][C@@H:5]1[CH2:9][C:10]([OH:12])=[O:11].[C:13](O[C:13]([O:15][C:16]([CH3:19])([CH3:18])[CH3:17])=[O:14])([O:15][C:16]([CH3:19])([CH3:18])[CH3:17])=[O:14]. (3) Given the product [CH3:1][C:2]1[CH:3]=[CH:4][C:5]([NH:8][C:9]2[S:10][C:11]([CH2:20][OH:21])=[C:12]([C:14]3[CH:19]=[CH:18][N:17]=[CH:16][CH:15]=3)[N:13]=2)=[CH:6][CH:7]=1, predict the reactants needed to synthesize it. The reactants are: [CH3:1][C:2]1[CH:7]=[CH:6][C:5]([NH:8][C:9]2[S:10][CH:11]=[C:12]([C:14]3[CH:19]=[CH:18][N:17]=[CH:16][CH:15]=3)[N:13]=2)=[CH:4][CH:3]=1.[CH3:20][OH:21].C(Cl)Cl. (4) Given the product [F:2][C:3]1[CH:4]=[C:5]([C:17]2[CH2:22][CH2:21][N:20]([S:23]([CH3:26])(=[O:25])=[O:24])[CH2:19][CH:18]=2)[CH:6]=[CH:7][C:8]=1[O:9][CH2:10][CH:11]1[CH2:12][CH2:13][N:14]([CH2:29][C:28]([F:27])([CH3:33])[CH3:32])[CH2:15][CH2:16]1, predict the reactants needed to synthesize it. The reactants are: Cl.[F:2][C:3]1[CH:4]=[C:5]([C:17]2[CH2:18][CH2:19][N:20]([S:23]([CH3:26])(=[O:25])=[O:24])[CH2:21][CH:22]=2)[CH:6]=[CH:7][C:8]=1[O:9][CH2:10][CH:11]1[CH2:16][CH2:15][NH:14][CH2:13][CH2:12]1.[F:27][C:28]([CH3:33])([CH3:32])[C:29](O)=O. (5) Given the product [CH3:1][O:2][C:3]([N:5]1[CH2:10][CH2:9][N:8]([C:11](=[O:21])[CH:12]([NH:16][C:17]([O:19][CH3:20])=[O:18])[CH3:13])[CH:7]([C:22]2[NH:23][CH:24]=[C:25]([C:27]3[CH:28]=[CH:29][C:30]([C:33]#[C:34][C:35]4[CH:40]=[CH:39][C:38]([C:41]5[NH:42][C:43]([CH:46]6[CH2:50][CH2:49][CH2:48][N:47]6[C:51](=[O:61])[CH:52]([NH:56][C:57]([O:59][CH3:60])=[O:58])[CH:53]([CH3:55])[CH3:54])=[N:44][CH:45]=5)=[CH:37][CH:36]=4)=[CH:31][CH:32]=3)[N:26]=2)[CH2:6]1)=[O:4], predict the reactants needed to synthesize it. The reactants are: [CH3:1][O:2][C:3]([N:5]1[CH2:10][CH2:9][N:8]([C:11](=[O:21])[CH:12]([NH:16][C:17]([O:19][CH3:20])=[O:18])[CH:13](C)C)[CH:7]([C:22]2[NH:23][CH:24]=[C:25]([C:27]3[CH:32]=[CH:31][C:30]([C:33]#[C:34][C:35]4[CH:40]=[CH:39][C:38]([C:41]5[NH:42][C:43]([CH:46]6[CH2:50][CH2:49][CH2:48][N:47]6[C:51](=[O:61])[CH:52]([NH:56][C:57]([O:59][CH3:60])=[O:58])[CH:53]([CH3:55])[CH3:54])=[N:44][CH:45]=5)=[CH:37][CH:36]=4)=[CH:29][CH:28]=3)[N:26]=2)[CH2:6]1)=[O:4].N[C@H](C(O)=O)C(C)C.C(=O)([O-])N.N[C@H](C(O)=O)C. (6) Given the product [C:29]([CH2:28][CH2:27][N:26]([CH2:24][CH3:25])[C:21](=[O:23])[CH2:20][N:9]([C:6]1[CH:7]=[N:8][C:3]([O:2][CH3:1])=[CH:4][CH:5]=1)[S:10]([C:13]1[C:14]([CH3:19])=[CH:15][CH:16]=[CH:17][CH:18]=1)(=[O:12])=[O:11])#[N:30], predict the reactants needed to synthesize it. The reactants are: [CH3:1][O:2][C:3]1[N:8]=[CH:7][C:6]([N:9]([CH2:20][C:21]([OH:23])=O)[S:10]([C:13]2[C:14]([CH3:19])=[CH:15][CH:16]=[CH:17][CH:18]=2)(=[O:12])=[O:11])=[CH:5][CH:4]=1.[CH2:24]([NH:26][CH2:27][CH2:28][C:29]#[N:30])[CH3:25].